The task is: Predict the reaction yield, written as a fraction of the theoretical maximum amount of product (1.0 means a 100% yield; for example, 0.34 means a 34% yield).. This data is from Reaction yield outcomes from USPTO patents with 853,638 reactions. The reactants are [ClH:1].Cl.[F:3][C:4]1[CH:5]=[C:6]([NH:31][C:32]([NH:34][C:35](=[O:44])[CH2:36][C:37]2[CH:42]=[CH:41][C:40]([F:43])=[CH:39][CH:38]=2)=S)[CH:7]=[CH:8][C:9]=1[O:10][C:11]1[C:16]2=[C:17]([CH3:30])[C:18]([O:20][CH2:21][CH2:22][N:23]3[CH2:28][CH2:27][N:26]([CH3:29])[CH2:25][CH2:24]3)=[CH:19][N:15]2[N:14]=[CH:13][N:12]=1.FC1C=CC(CC(N=C=O)=[O:54])=CC=1. The catalyst is C1COCC1.Cl.FC1C=C(C(C(NC2C=CC(F)=CC=2)=O)C(N)=O)C=CC=1OC1C2=C(C)C(OCCN3CCOCC3)=CN2N=CN=1. The product is [ClH:1].[ClH:1].[F:3][C:4]1[CH:5]=[C:6]([NH:31][C:32]([NH:34][C:35](=[O:44])[CH2:36][C:37]2[CH:42]=[CH:41][C:40]([F:43])=[CH:39][CH:38]=2)=[O:54])[CH:7]=[CH:8][C:9]=1[O:10][C:11]1[C:16]2=[C:17]([CH3:30])[C:18]([O:20][CH2:21][CH2:22][N:23]3[CH2:28][CH2:27][N:26]([CH3:29])[CH2:25][CH2:24]3)=[CH:19][N:15]2[N:14]=[CH:13][N:12]=1. The yield is 0.460.